This data is from Forward reaction prediction with 1.9M reactions from USPTO patents (1976-2016). The task is: Predict the product of the given reaction. Given the reactants [C:1]([CH:3]1[CH2:8][CH2:7][N:6]([C:9]([O:11][CH2:12][C:13]2[CH:18]=[CH:17][CH:16]=[CH:15][CH:14]=2)=[O:10])[CH2:5][CH2:4]1)#[N:2].Cl[CH2:20][O:21][CH2:22][CH2:23][Cl:24].[Li+].C[Si]([N-][Si](C)(C)C)(C)C, predict the reaction product. The product is: [Cl:24][CH2:23][CH2:22][O:21][CH2:20][C:3]1([C:1]#[N:2])[CH2:8][CH2:7][N:6]([C:9]([O:11][CH2:12][C:13]2[CH:14]=[CH:15][CH:16]=[CH:17][CH:18]=2)=[O:10])[CH2:5][CH2:4]1.